This data is from Full USPTO retrosynthesis dataset with 1.9M reactions from patents (1976-2016). The task is: Predict the reactants needed to synthesize the given product. (1) Given the product [F:1][C:2]1[CH:7]=[CH:6][C:5]([NH:8][C:9]2[N:14]3[N:15]=[CH:16][C:17]([C:18]([NH:43][S:40]([CH:37]4[CH2:39][CH2:38]4)(=[O:42])=[O:41])=[O:19])=[C:13]3[N:12]=[CH:11][C:10]=2[C:21]([N:23]2[CH2:28][CH2:27][C:26]([F:35])([C:29]3[CH:34]=[CH:33][CH:32]=[CH:31][CH:30]=3)[CH2:25][CH2:24]2)=[O:22])=[C:4]([CH3:36])[CH:3]=1, predict the reactants needed to synthesize it. The reactants are: [F:1][C:2]1[CH:7]=[CH:6][C:5]([NH:8][C:9]2[N:14]3[N:15]=[CH:16][C:17]([C:18](O)=[O:19])=[C:13]3[N:12]=[CH:11][C:10]=2[C:21]([N:23]2[CH2:28][CH2:27][C:26]([F:35])([C:29]3[CH:34]=[CH:33][CH:32]=[CH:31][CH:30]=3)[CH2:25][CH2:24]2)=[O:22])=[C:4]([CH3:36])[CH:3]=1.[CH:37]1([S:40]([NH2:43])(=[O:42])=[O:41])[CH2:39][CH2:38]1. (2) The reactants are: [C:1]([O:5][C:6](=[O:27])[NH:7][C:8]1[CH:13]=[C:12]([CH2:14][N:15]2[C:23]3[C:18](=[C:19]([N+:24]([O-])=O)[CH:20]=[CH:21][CH:22]=3)[CH:17]=[CH:16]2)[CH:11]=[CH:10][N:9]=1)([CH3:4])([CH3:3])[CH3:2]. Given the product [C:1]([O:5][C:6](=[O:27])[NH:7][C:8]1[CH:13]=[C:12]([CH2:14][N:15]2[C:23]3[C:18](=[C:19]([NH2:24])[CH:20]=[CH:21][CH:22]=3)[CH:17]=[CH:16]2)[CH:11]=[CH:10][N:9]=1)([CH3:4])([CH3:2])[CH3:3], predict the reactants needed to synthesize it. (3) The reactants are: [CH2:1]([C@H:8]1[N:13]([C:14]([C:16]2[N:17]=[CH:18][N:19]([CH:27]3[CH2:31][CH2:30][N:29](CC4C=CC=CC=4)[CH2:28]3)[C:20]=2[C:21]2[CH:26]=[CH:25][CH:24]=[CH:23][CH:22]=2)=[O:15])[CH2:12][CH2:11][N:10]([C:39]([O:41][C:42]([CH3:45])([CH3:44])[CH3:43])=[O:40])[CH2:9]1)[C:2]1[CH:7]=[CH:6][CH:5]=[CH:4][CH:3]=1. Given the product [CH2:1]([C@H:8]1[N:13]([C:14]([C:16]2[N:17]=[CH:18][N:19]([CH:27]3[CH2:31][CH2:30][NH:29][CH2:28]3)[C:20]=2[C:21]2[CH:26]=[CH:25][CH:24]=[CH:23][CH:22]=2)=[O:15])[CH2:12][CH2:11][N:10]([C:39]([O:41][C:42]([CH3:45])([CH3:44])[CH3:43])=[O:40])[CH2:9]1)[C:2]1[CH:7]=[CH:6][CH:5]=[CH:4][CH:3]=1, predict the reactants needed to synthesize it. (4) Given the product [Cl:1][C:2]1[O:25][C:5]2=[C:6]([N:10]([C:18]([O:20][C:21]([CH3:24])([CH3:23])[CH3:22])=[O:19])[C:11]([O:13][C:14]([CH3:17])([CH3:16])[CH3:15])=[O:12])[N:7]=[CH:8][CH:9]=[C:4]2[C:3]=1[CH3:27], predict the reactants needed to synthesize it. The reactants are: [Cl:1][C:2]1[O:25][C:5]2=[C:6]([N:10]([C:18]([O:20][C:21]([CH3:24])([CH3:23])[CH3:22])=[O:19])[C:11]([O:13][C:14]([CH3:17])([CH3:16])[CH3:15])=[O:12])[N:7]=[CH:8][CH:9]=[C:4]2[CH:3]=1.[Li+].[CH3:27]C([N-]C(C)C)C.CI.